This data is from Full USPTO retrosynthesis dataset with 1.9M reactions from patents (1976-2016). The task is: Predict the reactants needed to synthesize the given product. (1) Given the product [Cl:17][C:18]1[CH:19]=[CH:20][C:21]([C:24]2[O:28][N:27]=[C:26]([CH2:29][N:8]3[CH2:7][C@H:6]([CH:1]4[CH2:2][CH2:3][CH2:4][CH2:5]4)[NH:11][C:10](=[O:12])[C@@H:9]3[CH2:13][CH:14]([CH3:16])[CH3:15])[CH:25]=2)=[CH:22][CH:23]=1, predict the reactants needed to synthesize it. The reactants are: [CH:1]1([C@@H:6]2[NH:11][C:10](=[O:12])[C@H:9]([CH2:13][CH:14]([CH3:16])[CH3:15])[NH:8][CH2:7]2)[CH2:5][CH2:4][CH2:3][CH2:2]1.[Cl:17][C:18]1[CH:23]=[CH:22][C:21]([C:24]2[O:28][N:27]=[C:26]([CH:29]=O)[CH:25]=2)=[CH:20][CH:19]=1.C([C@@H]1N(CC2C=C(C3C=CC=CC=3)ON=2)C[C@H](CC(C)C)NC1=O)C(C)C. (2) Given the product [CH3:29][C:2]([CH3:30])([CH3:1])[C:3]([O:5][CH:6]1[CH:7]([O:22][C:23](=[O:28])[C:24]([CH3:26])([CH3:25])[CH3:27])[CH2:51][C:52]2[C:47](=[CH:46][NH:45][CH:44]=2)[CH2:11]1)=[O:4], predict the reactants needed to synthesize it. The reactants are: [CH3:1][C:2]([CH3:30])([CH3:29])[C:3]([O:5][CH:6]1[CH2:11]C=C(S(C2C=CC(C)=CC=2)(=O)=O)C[CH:7]1[O:22][C:23](=[O:28])[C:24]([CH3:27])([CH3:26])[CH3:25])=[O:4].C(O[K])(C)(C)C.CC(C)(C)C([O-])=O.[CH2:44]1[C:52]2[CH:47](CC=C[CH:51]=2)[CH2:46][NH:45]1.FC(F)(F)C(O)=O. (3) Given the product [F:1][C:2]1[CH:3]=[C:4]([O:11][C:19](=[O:24])[C:20]([CH3:23])([CH3:22])[CH3:21])[CH:5]=[CH:6][C:7]=1[NH2:8], predict the reactants needed to synthesize it. The reactants are: [F:1][C:2]1[CH:3]=[C:4]([OH:11])[CH:5]=[CH:6][C:7]=1[N+:8]([O-])=O.C(N(CC)CC)C.[C:19](Cl)(=[O:24])[C:20]([CH3:23])([CH3:22])[CH3:21].[H][H]. (4) Given the product [Cl:39][CH2:38][CH2:37][O:1][C:2]1[NH:6][N:5]=[C:4]([C:7]2[S:8][CH:9]=[CH:10][CH:11]=2)[CH:3]=1, predict the reactants needed to synthesize it. The reactants are: [OH:1][C:2]1[NH:6][N:5]=[C:4]([C:7]2[S:8][CH:9]=[CH:10][CH:11]=2)[CH:3]=1.C(=O)([O-])[O-].[K+].[K+].C1OCCOCCOCCOCCOCCOC1.Br[CH2:37][CH2:38][Cl:39]. (5) The reactants are: [F:1][C:2]([F:17])([S:13]([O-:16])(=[O:15])=[O:14])[C:3]([F:12])([F:11])[C:4]([F:10])([F:9])[C:5]([F:8])([F:7])[F:6].[OH:18][C:19]1[C:24]([CH3:25])=[CH:23][C:22]([S+:26]([C:33]2[CH:38]=[CH:37][CH:36]=[CH:35][CH:34]=2)[C:27]2[CH:32]=[CH:31][CH:30]=[CH:29][CH:28]=2)=[CH:21][C:20]=1[CH3:39].C(=O)([O-])[O-].[K+].[K+].CN(C)CCN(C)C.[CH:54]([O:56][CH2:57][CH2:58]Cl)=[CH2:55]. Given the product [F:17][C:2]([F:1])([S:13]([O-:16])(=[O:15])=[O:14])[C:3]([F:11])([F:12])[C:4]([F:10])([F:9])[C:5]([F:8])([F:7])[F:6].[CH:54]([O:56][CH2:57][CH2:58][O:18][C:19]1[C:20]([CH3:39])=[CH:21][C:22]([S+:26]([C:27]2[CH:32]=[CH:31][CH:30]=[CH:29][CH:28]=2)[C:33]2[CH:38]=[CH:37][CH:36]=[CH:35][CH:34]=2)=[CH:23][C:24]=1[CH3:25])=[CH2:55], predict the reactants needed to synthesize it. (6) Given the product [CH3:9][NH:8][C:4]1[CH:3]=[C:2]([C:15]2[CH:16]=[CH:17][C:12]([CH:10]=[O:11])=[CH:13][CH:14]=2)[CH:7]=[CH:6][CH:5]=1, predict the reactants needed to synthesize it. The reactants are: Br[C:2]1[CH:3]=[C:4]([NH:8][CH3:9])[CH:5]=[CH:6][CH:7]=1.[CH:10]([C:12]1[CH:17]=[CH:16][C:15](B(O)O)=[CH:14][CH:13]=1)=[O:11]. (7) Given the product [CH2:59]1[C:58](=[O:57])[NH:11][C:10](=[O:62])[CH2:9][CH:8]1[N:35]1[C:67](=[O:63])[C:32]2[C:31](=[CH:30][CH:29]=[CH:28][CH:27]=2)[CH2:34]1, predict the reactants needed to synthesize it. The reactants are: C1(C2[CH:8]=[CH:9][C:10]3[NH:11]C4C(C=3C=2)=CC(C2C=CC=CC=2)=CC=4)C=CC=CC=1.F[C:27]1[C:32](F)=[C:31]([C:34]#[N:35])[C:30](F)=[C:29](F)[C:28]=1C1C=C(C(F)(F)F)C=C(C(F)(F)F)C=1.[H-].[Na+].C([O:57][CH2:58][CH3:59])(=O)C.[Cl-].[Na+].[OH2:62].[O:63]1[CH2:67]CCC1. (8) Given the product [F:21][C:19]1[CH:18]=[CH:17][C:13]([CH2:14][OH:15])=[C:12]([S:11][C:5]2[CH:6]=[CH:7][C:8]([F:10])=[CH:9][C:4]=2[CH2:1][OH:2])[CH:20]=1, predict the reactants needed to synthesize it. The reactants are: [C:1]([C:4]1[CH:9]=[C:8]([F:10])[CH:7]=[CH:6][C:5]=1[S:11][C:12]1[CH:20]=[C:19]([F:21])[CH:18]=[CH:17][C:13]=1[C:14](O)=[O:15])(O)=[O:2].S(C1C=CC=CC=1C(OC)=O)C1C=CC=CC=1C(OC)=O.